From a dataset of Full USPTO retrosynthesis dataset with 1.9M reactions from patents (1976-2016). Predict the reactants needed to synthesize the given product. (1) Given the product [Cl:30][C:17]1[CH:16]=[C:15]([N:6]([C:7]2[CH:12]=[CH:11][C:10]([F:13])=[CH:9][C:8]=2[CH3:14])[C:5]([O:4][CH:2]([O:40][C:32](=[O:41])[CH2:33][CH2:34][CH2:35][CH2:36][CH2:37][CH2:38][CH3:39])[CH3:3])=[O:31])[CH:20]=[CH:19][C:18]=1[C:21](=[O:29])[C:22]1[CH:27]=[CH:26][CH:25]=[CH:24][C:23]=1[CH3:28], predict the reactants needed to synthesize it. The reactants are: Cl[CH:2]([O:4][C:5](=[O:31])[N:6]([C:15]1[CH:20]=[CH:19][C:18]([C:21](=[O:29])[C:22]2[CH:27]=[CH:26][CH:25]=[CH:24][C:23]=2[CH3:28])=[C:17]([Cl:30])[CH:16]=1)[C:7]1[CH:12]=[CH:11][C:10]([F:13])=[CH:9][C:8]=1[CH3:14])[CH3:3].[C:32]([O-:41])(=[O:40])[CH2:33][CH2:34][CH2:35][CH2:36][CH2:37][CH2:38][CH3:39].C([N+](CCCC)(CCCC)CCCC)CCC. (2) Given the product [CH:1]([O:4][C:5](=[O:32])[C:6]1[CH:11]=[CH:10][C:9]([C:12]#[C:13][C:14]2[CH:19]=[CH:18][C:17]([CH2:20][C:21]([OH:23])=[O:22])=[C:16]([F:25])[CH:15]=2)=[CH:8][C:7]=1[CH2:26][N:27]([CH:29]1[CH2:31][CH2:30]1)[CH3:28])([CH3:3])[CH3:2], predict the reactants needed to synthesize it. The reactants are: [CH:1]([O:4][C:5](=[O:32])[C:6]1[CH:11]=[CH:10][C:9]([C:12]#[C:13][C:14]2[CH:19]=[CH:18][C:17]([CH2:20][C:21]([O:23]C)=[O:22])=[C:16]([F:25])[CH:15]=2)=[CH:8][C:7]=1[CH2:26][N:27]([CH:29]1[CH2:31][CH2:30]1)[CH3:28])([CH3:3])[CH3:2].O1CCCC1.O.O.[OH-].[Li+]. (3) Given the product [OH:5][C:4]1[CH:3]=[CH:2][C:1]([C:9]([C:11]([C:13]2[CH:14]=[CH:15][C:16]([OH:17])=[CH:19][CH:20]=2)=[O:12])=[O:10])=[CH:8][CH:7]=1, predict the reactants needed to synthesize it. The reactants are: [C:1]1([C:9]([C:11]([C:13]2[CH:20]=[CH:19][C:16]([O:17]C)=[CH:15][CH:14]=2)=[O:12])=[O:10])[CH:8]=[CH:7][C:4]([O:5]C)=[CH:3][CH:2]=1. (4) Given the product [F:1][C:2]1[C:3]([C:26]2[CH:31]=[CH:30][CH:29]=[C:28]([CH2:32][N:33]3[CH2:38][CH2:37][NH:36][C@@H:35]([CH3:49])[CH2:34]3)[CH:27]=2)=[CH:4][C:5]([CH2:8][NH:9][C:10](=[O:11])[C:12]2[CH:17]=[CH:16][CH:15]=[C:14]([CH2:18][CH:19]3[CH2:20][CH2:21][N:22]([CH3:25])[CH2:23][CH2:24]3)[CH:13]=2)=[CH:6][CH:7]=1, predict the reactants needed to synthesize it. The reactants are: [F:1][C:2]1[CH:7]=[CH:6][C:5]([CH2:8][NH:9][C:10]([C:12]2[CH:17]=[CH:16][CH:15]=[C:14]([CH2:18][CH:19]3[CH2:24][CH2:23][N:22]([CH3:25])[CH2:21][CH2:20]3)[CH:13]=2)=[O:11])=[CH:4][C:3]=1[C:26]1[CH:31]=[CH:30][CH:29]=[C:28]([CH2:32][N:33]2[CH2:38][CH2:37][N:36](C(OCC3C=CC=CC=3)=O)[C@@H:35]([CH3:49])[CH2:34]2)[CH:27]=1.[H][H]. (5) Given the product [C:33]([O:32][C:30](=[O:31])[NH:29][C@H:26]1[CH2:25][CH2:24][C@H:23]([CH2:22][CH2:21][N:7]2[C:6]3[CH:8]=[C:9]([C:12]#[N:13])[CH:10]=[CH:11][C:5]=3[O:4][CH2:3][C:2]2=[O:1])[CH2:28][CH2:27]1)([CH3:36])([CH3:35])[CH3:34], predict the reactants needed to synthesize it. The reactants are: [O:1]=[C:2]1[NH:7][C:6]2[CH:8]=[C:9]([C:12]#[N:13])[CH:10]=[CH:11][C:5]=2[O:4][CH2:3]1.[H-].[Na+].CS(O[CH2:21][CH2:22][C@H:23]1[CH2:28][CH2:27][C@H:26]([NH:29][C:30]([O:32][C:33]([CH3:36])([CH3:35])[CH3:34])=[O:31])[CH2:25][CH2:24]1)(=O)=O.C(OC(=O)NC1CCN(CCN2C3C(=CC=C(OC)C=3)C=CC2=O)CC1)(C)(C)C. (6) Given the product [CH2:17]1[CH2:16][O:15][C:12]2[CH:13]=[CH:14][C:9]([N:8]([C:27]3[CH:22]=[C:23]([CH3:29])[CH:24]=[C:25]([OH:28])[CH:26]=3)[C:6]3[C:5]([F:19])=[CH:4][N:3]=[C:2]([NH2:33])[N:7]=3)=[CH:10][C:11]=2[O:18]1, predict the reactants needed to synthesize it. The reactants are: Cl[C:2]1[N:7]=[C:6]([NH:8][C:9]2[CH:14]=[CH:13][C:12]3[O:15][CH2:16][CH2:17][O:18][C:11]=3[CH:10]=2)[C:5]([F:19])=[CH:4][N:3]=1.Cl.N[C:22]1[C:23]([CH3:29])=[CH:24][C:25]([OH:28])=[CH:26][CH:27]=1.C([N:33](C(C)C)CC)(C)C.